Dataset: Full USPTO retrosynthesis dataset with 1.9M reactions from patents (1976-2016). Task: Predict the reactants needed to synthesize the given product. (1) Given the product [CH3:1][O:2][C:3]1[CH:8]=[CH:7][C:6]([C:9]2([CH2:14][CH2:15][C:16]([NH:21][NH2:22])=[O:18])[O:13][CH2:12][CH2:11][O:10]2)=[CH:5][CH:4]=1, predict the reactants needed to synthesize it. The reactants are: [CH3:1][O:2][C:3]1[CH:8]=[CH:7][C:6]([C:9]2([CH2:14][CH2:15][C:16]([O:18]C)=O)[O:13][CH2:12][CH2:11][O:10]2)=[CH:5][CH:4]=1.O.[NH2:21][NH2:22]. (2) Given the product [C:15]([O:19][C:20]([N:22]1[CH2:23][CH2:24][N:25]([C:28]([C:30]2[C:38]3[C:33](=[CH:34][CH:35]=[CH:36][CH:37]=3)[N:32]([C:39]3[CH:44]=[CH:43][CH:42]=[CH:41][CH:40]=3)[C:31]=2[CH2:8][C:7]2[CH:10]=[C:11]([F:14])[CH:12]=[CH:13][C:6]=2[Cl:5])=[O:29])[CH2:26][CH2:27]1)=[O:21])([CH3:18])([CH3:16])[CH3:17], predict the reactants needed to synthesize it. The reactants are: BrCCBr.[Cl:5][C:6]1[CH:13]=[CH:12][C:11]([F:14])=[CH:10][C:7]=1[CH2:8]Br.[C:15]([O:19][C:20]([N:22]1[CH2:27][CH2:26][N:25]([C:28]([C:30]2[C:38]3[C:33](=[CH:34][CH:35]=[CH:36][CH:37]=3)[N:32]([C:39]3[CH:44]=[CH:43][CH:42]=[CH:41][CH:40]=3)[C:31]=2Cl)=[O:29])[CH2:24][CH2:23]1)=[O:21])([CH3:18])([CH3:17])[CH3:16]. (3) Given the product [F:23][C:19]1[CH:18]=[C:17]([C:15](=[O:16])[CH2:14][CH2:13][CH2:12][CH2:11][CH2:10][N:38]2[CH2:39][CH2:40][CH:35]([C:31]3[CH:30]=[C:29]([NH:28][C:26](=[O:27])[CH:25]([CH3:24])[CH3:41])[CH:34]=[CH:33][CH:32]=3)[CH2:36][CH2:37]2)[CH:22]=[CH:21][CH:20]=1, predict the reactants needed to synthesize it. The reactants are: C([O-])([O-])=O.[K+].[K+].[Na+].[I-].Cl[CH2:10][CH2:11][CH2:12][CH2:13][CH2:14][C:15]([C:17]1[CH:22]=[CH:21][CH:20]=[C:19]([F:23])[CH:18]=1)=[O:16].[CH3:24][CH:25]([CH3:41])[C:26]([NH:28][C:29]1[CH:34]=[CH:33][CH:32]=[C:31]([CH:35]2[CH2:40][CH2:39][NH:38][CH2:37][CH2:36]2)[CH:30]=1)=[O:27]. (4) Given the product [CH3:1][O:2][C:3]1[CH:4]=[C:5]([CH:33]2[CH2:38][CH2:37][N:36]([C:39]([O:41][C:42]([CH3:45])([CH3:44])[CH3:43])=[O:40])[CH2:35][CH2:34]2)[CH:6]=[CH:7][C:8]=1[NH:9][C:10]1[N:15]=[C:14]([CH2:16][CH2:17][C:18]2[CH:23]=[CH:22][CH:21]=[CH:20][C:19]=2[CH2:24][C:25]([O:27][CH3:28])=[O:26])[C:13]([C:29]([F:30])([F:31])[F:32])=[CH:12][N:11]=1, predict the reactants needed to synthesize it. The reactants are: [CH3:1][O:2][C:3]1[CH:4]=[C:5]([CH:33]2[CH2:38][CH2:37][N:36]([C:39]([O:41][C:42]([CH3:45])([CH3:44])[CH3:43])=[O:40])[CH2:35][CH2:34]2)[CH:6]=[CH:7][C:8]=1[NH:9][C:10]1[N:15]=[C:14]([C:16]#[C:17][C:18]2[CH:23]=[CH:22][CH:21]=[CH:20][C:19]=2[CH2:24][C:25]([O:27][CH3:28])=[O:26])[C:13]([C:29]([F:32])([F:31])[F:30])=[CH:12][N:11]=1.C(N(CC)CC)C. (5) Given the product [C:25]([O:29][C:30](=[O:31])[NH:32][C@@H:33]([CH3:34])[C:35]([N:21]1[CH2:22][CH2:23][C:15]2[C:14]([NH:13][CH2:12][CH:11]([C:1]34[CH2:2][CH:3]5[CH2:4][CH:5]([CH2:6][CH:7]([CH2:9]5)[CH2:8]3)[CH2:10]4)[OH:24])=[N:19][CH:18]=[N:17][C:16]=2[CH2:20]1)=[O:36])([CH3:28])([CH3:26])[CH3:27], predict the reactants needed to synthesize it. The reactants are: [C:1]12([CH:11]([OH:24])[CH2:12][NH:13][C:14]3[C:15]4[CH2:23][CH2:22][NH:21][CH2:20][C:16]=4[N:17]=[CH:18][N:19]=3)[CH2:10][CH:5]3[CH2:6][CH:7]([CH2:9][CH:3]([CH2:4]3)[CH2:2]1)[CH2:8]2.[C:25]([O:29][C:30]([NH:32][C@H:33]([C:35](O)=[O:36])[CH3:34])=[O:31])([CH3:28])([CH3:27])[CH3:26].O.ON1C2C=CC=CC=2N=N1.Cl.CN(C)CCCN=C=NCC.C(N(CC)C(C)C)(C)C.